The task is: Predict which catalyst facilitates the given reaction.. This data is from Catalyst prediction with 721,799 reactions and 888 catalyst types from USPTO. (1) Reactant: [CH2:1]([C:5]1[N:14]=[C:13](O)[C:12]2[C:7](=[CH:8][CH:9]=[C:10]([C:16]([F:19])([F:18])[F:17])[CH:11]=2)[N:6]=1)[CH2:2][CH2:3][CH3:4].P(Cl)(Cl)([Cl:22])=O. Product: [CH2:1]([C:5]1[N:14]=[C:13]([Cl:22])[C:12]2[C:7](=[CH:8][CH:9]=[C:10]([C:16]([F:19])([F:18])[F:17])[CH:11]=2)[N:6]=1)[CH2:2][CH2:3][CH3:4]. The catalyst class is: 2. (2) Reactant: Cl[C:2]1[CH:7]=[C:6]([C:8]2[CH:13]=[CH:12][CH:11]=[CH:10][CH:9]=2)[N:5]=[C:4]([NH:14][C:15](=[O:29])[CH2:16][CH2:17][C:18]([C:20]2[CH:21]=[CH:22][C:23]3[O:27][CH2:26][CH2:25][C:24]=3[CH:28]=2)=[O:19])[CH:3]=1.C1(C2C=CC=CC=2)C=CC=CC=1P(C1CCCCC1)C1CCCCC1.C(=O)([O-])[O-].[K+].[K+].[OH:61][CH2:62][C:63]1[CH:68]=[CH:67][C:66](B(O)O)=[CH:65][CH:64]=1. Product: [O:27]1[C:23]2[CH:22]=[CH:21][C:20]([C:18](=[O:19])[CH2:17][CH2:16][C:15]([NH:14][C:4]3[CH:3]=[C:2]([C:66]4[CH:67]=[CH:68][C:63]([CH2:62][OH:61])=[CH:64][CH:65]=4)[CH:7]=[C:6]([C:8]4[CH:13]=[CH:12][CH:11]=[CH:10][CH:9]=4)[N:5]=3)=[O:29])=[CH:28][C:24]=2[CH2:25][CH2:26]1. The catalyst class is: 110. (3) Reactant: C(OC(=O)[NH:7][C:8]1[CH:9]=[N:10][CH:11]=[CH:12][C:13]=1[C:14]1[CH:19]=[CH:18][CH:17]=[CH:16][C:15]=1[Cl:20])(C)(C)C.C(O)(C(F)(F)F)=O. Product: [Cl:20][C:15]1[CH:16]=[CH:17][CH:18]=[CH:19][C:14]=1[C:13]1[CH:12]=[CH:11][N:10]=[CH:9][C:8]=1[NH2:7]. The catalyst class is: 2. (4) Reactant: Br[C:2]1[N:7]=[C:6]([CH3:8])[C:5]([N+:9]([O-:11])=[O:10])=[CH:4][CH:3]=1.[CH3:12][S:13]([O-:15])=[O:14].[Na+]. Product: [CH3:8][C:6]1[C:5]([N+:9]([O-:11])=[O:10])=[CH:4][CH:3]=[C:2]([S:13]([CH3:12])(=[O:15])=[O:14])[N:7]=1. The catalyst class is: 16. (5) Reactant: [CH3:1][N:2]1[C:10]2[C:5](=[CH:6][C:7]([C:14]3[CH:15]=[N:16][C:17]([CH3:20])=[CH:18][CH:19]=3)=[CH:8][C:9]=2[C:11]([OH:13])=O)[C:4]([CH:21]([CH3:23])[CH3:22])=[CH:3]1.[NH2:24][CH2:25][C:26]1[C:27](=[O:34])[NH:28][C:29]([CH3:33])=[CH:30][C:31]=1[CH3:32].ON1C2N=CC=CC=2N=N1.C(Cl)CCl.CN1CCOCC1. Product: [CH3:32][C:31]1[CH:30]=[C:29]([CH3:33])[NH:28][C:27](=[O:34])[C:26]=1[CH2:25][NH:24][C:11]([C:9]1[CH:8]=[C:7]([C:14]2[CH:15]=[N:16][C:17]([CH3:20])=[CH:18][CH:19]=2)[CH:6]=[C:5]2[C:10]=1[N:2]([CH3:1])[CH:3]=[C:4]2[CH:21]([CH3:22])[CH3:23])=[O:13]. The catalyst class is: 16.